This data is from Reaction yield outcomes from USPTO patents with 853,638 reactions. The task is: Predict the reaction yield, written as a fraction of the theoretical maximum amount of product (1.0 means a 100% yield; for example, 0.34 means a 34% yield). (1) The reactants are [CH2:1]([O:8][C:9]([C:11]1[N:12]=[C:13]([C:42]([F:45])([F:44])[F:43])[N:14]2[CH2:19][CH2:18][N:17]([C:20](=[O:41])[CH2:21][C@H:22]([NH:33]C(OC(C)(C)C)=O)[CH2:23][C:24]3[CH:29]=[C:28]([F:30])[C:27]([F:31])=[CH:26][C:25]=3[F:32])[CH2:16][C:15]=12)=[O:10])[C:2]1[CH:7]=[CH:6][CH:5]=[CH:4][CH:3]=1.[ClH:46]. The catalyst is C(OCC)(=O)C. The product is [ClH:46].[CH2:1]([O:8][C:9]([C:11]1[N:12]=[C:13]([C:42]([F:44])([F:45])[F:43])[N:14]2[CH2:19][CH2:18][N:17]([C:20](=[O:41])[CH2:21][C@H:22]([NH2:33])[CH2:23][C:24]3[CH:29]=[C:28]([F:30])[C:27]([F:31])=[CH:26][C:25]=3[F:32])[CH2:16][C:15]=12)=[O:10])[C:2]1[CH:3]=[CH:4][CH:5]=[CH:6][CH:7]=1. The yield is 0.860. (2) The reactants are [CH:1]([C:3]1[S:7][C:6]([NH:8][CH:9]([CH:27]([CH3:29])[CH3:28])[C:10]([NH:12][C@@H:13]([CH3:26])[C:14]([NH:16][C@@H:17]([CH3:25])[C:18]([O:20]C(C)(C)C)=[O:19])=[O:15])=[O:11])=[N:5][CH:4]=1)=[O:2].C(O)(C(F)(F)F)=O. The catalyst is C(Cl)Cl. The product is [CH:1]([C:3]1[S:7][C:6]([NH:8][CH:9]([CH:27]([CH3:29])[CH3:28])[C:10]([NH:12][C@@H:13]([CH3:26])[C:14]([NH:16][C@@H:17]([CH3:25])[C:18]([OH:20])=[O:19])=[O:15])=[O:11])=[N:5][CH:4]=1)=[O:2]. The yield is 1.00.